Dataset: Catalyst prediction with 721,799 reactions and 888 catalyst types from USPTO. Task: Predict which catalyst facilitates the given reaction. (1) Reactant: [C:1]1([C:7]2[CH:8]=[C:9]([CH2:12]O)[S:10][CH:11]=2)[CH:6]=[CH:5][CH:4]=[CH:3][CH:2]=1.C1(C)C=CC=CC=1.S(Cl)([Cl:23])=O. Product: [Cl:23][CH2:12][C:9]1[S:10][CH:11]=[C:7]([C:1]2[CH:6]=[CH:5][CH:4]=[CH:3][CH:2]=2)[CH:8]=1. The catalyst class is: 17. (2) Product: [CH3:1][O:2][C:3]([C:5]1[N:14]([CH2:25][C:24]([O:23][CH2:21][CH3:22])=[O:28])[C:8]2=[CH:9][N:10]=[CH:11][C:12]([Br:13])=[C:7]2[CH:6]=1)=[O:4]. Reactant: [CH3:1][O:2][C:3]([C:5]1[NH:14][C:8]2=[CH:9][N:10]=[CH:11][C:12]([Br:13])=[C:7]2[CH:6]=1)=[O:4].C([O-])([O-])=O.[K+].[K+].[CH2:21]([O:23][C:24](=[O:28])[CH2:25]CBr)[CH3:22]. The catalyst class is: 589. (3) Reactant: IC.[F:3][C:4]1[CH:12]=[CH:11][C:7]([C:8]([OH:10])=[O:9])=[C:6]([N+:13]([O-:15])=[O:14])[CH:5]=1.[C:16]([O-])([O-])=O.[K+].[K+].O. Product: [CH3:16][O:9][C:8](=[O:10])[C:7]1[CH:11]=[CH:12][C:4]([F:3])=[CH:5][C:6]=1[N+:13]([O-:15])=[O:14]. The catalyst class is: 3. (4) Reactant: [CH3:1][S:2][C:3]1[S:7][C:6]([CH:8]=O)=[CH:5][CH:4]=1.Cl.[C:11]([O:15][C:16](=[O:20])[CH2:17][CH2:18][NH2:19])([CH3:14])([CH3:13])[CH3:12].C(O[BH-](OC(=O)C)OC(=O)C)(=O)C.[Na+].C([N:52]=[C:53]=[S:54])(OCC1C2C(=CC=CC=2)C2C1=CC=CC=2)=O.N1CCCCC1. Product: [C:11]([O:15][C:16](=[O:20])[CH2:17][CH2:18][N:19]([CH2:8][C:6]1[S:7][C:3]([S:2][CH3:1])=[CH:4][CH:5]=1)[C:53]([NH2:52])=[S:54])([CH3:14])([CH3:13])[CH3:12]. The catalyst class is: 2. (5) Reactant: [N+:1]([C:4]1[C:9]([C:10]([F:13])([F:12])[F:11])=[CH:8][CH:7]=[C:6]([C:14]([F:17])([F:16])[F:15])[C:5]=1[NH2:18])([O-])=O.Cl[Sn]Cl.O. Product: [F:11][C:10]([F:12])([F:13])[C:9]1[CH:8]=[CH:7][C:6]([C:14]([F:17])([F:16])[F:15])=[C:5]([NH2:18])[C:4]=1[NH2:1]. The catalyst class is: 240. (6) Reactant: COP([CH2:7][C:8]([O:10][CH2:11][C:12]1[CH:17]=[CH:16][CH:15]=[CH:14][CH:13]=1)=[O:9])(OC)=O.[H-].[Na+].[NH:20]1[CH:24]=[CH:23][N:22]=[C:21]1[CH:25]=O.[Cl-].[NH4+]. Product: [NH:20]1[CH:24]=[CH:23][N:22]=[C:21]1/[CH:25]=[CH:7]/[C:8]([O:10][CH2:11][C:12]1[CH:17]=[CH:16][CH:15]=[CH:14][CH:13]=1)=[O:9]. The catalyst class is: 7. (7) Reactant: [Cl:1][CH2:2][CH:3]1[O:7][N:6]=[C:5]([CH2:8]O)[CH2:4]1.C(N(S(F)(F)[F:16])CC)C. Product: [Cl:1][CH2:2][CH:3]1[O:7][N:6]=[C:5]([CH2:8][F:16])[CH2:4]1. The catalyst class is: 2. (8) Reactant: [CH2:1]([N:3]1[C:7](=[O:8])[CH:6]=[CH:5][C:4]1=[O:9])[CH3:2].[NH:10]=[N+:11]=[N-:12].C1(=O)NC(=O)C=C1. Product: [N:10]([CH:5]1[CH2:6][C:7](=[O:8])[N:3]([CH2:1][CH3:2])[C:4]1=[O:9])=[N+:11]=[N-:12]. The catalyst class is: 11.